Dataset: Reaction yield outcomes from USPTO patents with 853,638 reactions. Task: Predict the reaction yield, written as a fraction of the theoretical maximum amount of product (1.0 means a 100% yield; for example, 0.34 means a 34% yield). (1) The reactants are [NH2:1][C:2]1[CH:3]=[C:4]([C:8]([C:10]2[C:18]3[C:17](SC)=[N:16][CH:15]=[N:14][C:13]=3[N:12]([CH3:21])[CH:11]=2)=[O:9])[CH:5]=[N:6][CH:7]=1. The catalyst is O1CCOCC1.[Ni]. The product is [NH2:1][C:2]1[CH:3]=[C:4]([C:8]([C:10]2[C:18]3[CH:17]=[N:16][CH:15]=[N:14][C:13]=3[N:12]([CH3:21])[CH:11]=2)=[O:9])[CH:5]=[N:6][CH:7]=1. The yield is 0.150. (2) The reactants are [CH2:1]([O:8][C:9]([C:11]1[S:28][C:14]2[NH:15][C:16](=[O:27])[N:17]([CH2:20][C:21]3[CH:26]=[CH:25][CH:24]=[CH:23][CH:22]=3)[C:18](=[O:19])[C:13]=2[CH:12]=1)=[O:10])[C:2]1[CH:7]=[CH:6][CH:5]=[CH:4][CH:3]=1.[H-].[Na+].[CH3:31]I. The catalyst is CN(C=O)C. The product is [CH2:1]([O:8][C:9]([C:11]1[S:28][C:14]2[N:15]([CH3:31])[C:16](=[O:27])[N:17]([CH2:20][C:21]3[CH:22]=[CH:23][CH:24]=[CH:25][CH:26]=3)[C:18](=[O:19])[C:13]=2[CH:12]=1)=[O:10])[C:2]1[CH:3]=[CH:4][CH:5]=[CH:6][CH:7]=1. The yield is 0.660. (3) The reactants are CS([C:4]1[N:5]=[N:6][C:7]([C:10]2[CH:15]=[CH:14][CH:13]=[CH:12][CH:11]=2)=[CH:8][N:9]=1)=O.O.[NH2:17][NH2:18]. The catalyst is O1CCCC1. The product is [NH:17]([C:4]1[N:5]=[N:6][C:7]([C:10]2[CH:15]=[CH:14][CH:13]=[CH:12][CH:11]=2)=[CH:8][N:9]=1)[NH2:18]. The yield is 0.847.